This data is from Full USPTO retrosynthesis dataset with 1.9M reactions from patents (1976-2016). The task is: Predict the reactants needed to synthesize the given product. (1) Given the product [CH:1]1([C:7]2[CH:8]=[CH:9][C:10]([C:11]([N:26]3[CH2:27][CH2:28][CH2:29][CH2:30][C:31]4[S:22][CH:23]=[CH:24][C:25]3=4)=[O:13])=[CH:14][CH:15]=2)[CH2:2][CH2:3][CH2:4][CH2:5][CH2:6]1, predict the reactants needed to synthesize it. The reactants are: [CH:1]1([C:7]2[CH:15]=[CH:14][C:10]([C:11]([OH:13])=O)=[CH:9][CH:8]=2)[CH2:6][CH2:5][CH2:4][CH2:3][CH2:2]1.C(Cl)(=O)C(Cl)=O.[S:22]1[C:31]2[CH2:30][CH2:29][CH2:28][CH2:27][NH:26][C:25]=2[CH:24]=[CH:23]1.CCN(C(C)C)C(C)C.C1(C2C=CC(C(Cl)=O)=CC=2)CCCCC1. (2) Given the product [CH2:1]([O:3][C:4]([C:6]1[N:7]([CH3:15])[N:8]=[C:9]([C:11]([CH3:14])([CH3:13])[CH3:12])[C:10]=1[Br:22])=[O:5])[CH3:2], predict the reactants needed to synthesize it. The reactants are: [CH2:1]([O:3][C:4]([C:6]1[N:7]([CH3:15])[N:8]=[C:9]([C:11]([CH3:14])([CH3:13])[CH3:12])[CH:10]=1)=[O:5])[CH3:2].C([O-])([O-])=O.[K+].[K+].[Br:22]Br. (3) Given the product [F:12][C:9]([F:10])([F:11])[C:7]1[CH:6]=[CH:5][C:4]2[S:13][C:14]([SH:15])=[N:2][C:3]=2[CH:8]=1, predict the reactants needed to synthesize it. The reactants are: Cl.[NH2:2][C:3]1[CH:8]=[C:7]([C:9]([F:12])([F:11])[F:10])[CH:6]=[CH:5][C:4]=1[SH:13].[C:14](=S)=[S:15].[OH-].[K+]. (4) Given the product [C:1]([O:5][C:6]([N:8]1[CH2:13][CH2:12][CH:11]([CH2:14][C:15]2[CH:20]=[CH:19][CH:18]=[CH:17][C:16]=2[C:21]([OH:23])=[O:22])[CH2:10][CH2:9]1)=[O:7])([CH3:4])([CH3:2])[CH3:3], predict the reactants needed to synthesize it. The reactants are: [C:1]([O:5][C:6]([N:8]1[CH2:13][CH2:12][CH:11]([CH2:14][C:15]2[CH:20]=[CH:19][CH:18]=[CH:17][C:16]=2[C:21]([O:23]C)=[O:22])[CH2:10][CH2:9]1)=[O:7])([CH3:4])([CH3:3])[CH3:2].[OH-].[Na+].Cl. (5) Given the product [CH2:21]([O:16][C:13]([C:2]1[CH:10]=[C:9]2[C:5]([C:6]([C:11]#[N:12])=[CH:7][NH:8]2)=[CH:4][CH:3]=1)=[O:15])[CH3:22], predict the reactants needed to synthesize it. The reactants are: Br[C:2]1[CH:10]=[C:9]2[C:5]([C:6]([C:11]#[N:12])=[CH:7][NH:8]2)=[CH:4][CH:3]=1.[C:13]([O-:16])(=[O:15])C.[Na+].ClCCl.[CH2:21](O)[CH3:22].